From a dataset of Full USPTO retrosynthesis dataset with 1.9M reactions from patents (1976-2016). Predict the reactants needed to synthesize the given product. (1) Given the product [Br:13][C:14]1[C:15]([CH:25]=[O:26])=[CH:16][C:17]([O:20][CH3:21])=[N:18][CH:19]=1, predict the reactants needed to synthesize it. The reactants are: C(NC(C)C)(C)C.[Li]CCCC.[Br:13][C:14]1[CH:15]=[CH:16][C:17]([O:20][CH3:21])=[N:18][CH:19]=1.CN([CH:25]=[O:26])C. (2) The reactants are: [C:1]([C:4]1[C:8]([NH:9][C:10]([NH2:12])=[O:11])=[CH:7][N:6]([C:13]2[CH:18]=[CH:17][C:16](I)=[CH:15][CH:14]=2)[N:5]=1)(=[O:3])[NH2:2].C(=O)([O-])[O-].[Cs+].[Cs+].[Cl:26][C:27]1[CH:28]=[C:29]([SH:33])[CH:30]=[CH:31][CH:32]=1. Given the product [Cl:26][C:27]1[CH:28]=[C:29]([S:33][C:16]2[CH:17]=[CH:18][C:13]([N:6]3[CH:7]=[C:8]([NH:9][C:10]([NH2:12])=[O:11])[C:4]([C:1](=[O:3])[NH2:2])=[N:5]3)=[CH:14][CH:15]=2)[CH:30]=[CH:31][CH:32]=1, predict the reactants needed to synthesize it.